From a dataset of Forward reaction prediction with 1.9M reactions from USPTO patents (1976-2016). Predict the product of the given reaction. (1) Given the reactants [NH2:1][C@@H:2]([CH:34]1[CH2:39][CH2:38][CH2:37][CH2:36][CH2:35]1)[C:3]([N:5]1[C@H:10]([C:11]([NH:13][C@H:14]2[C:23]3[C:18](=[CH:19][C:20]([F:24])=[CH:21][CH:22]=3)[O:17][CH2:16][CH2:15]2)=[O:12])[CH2:9][N:8]2[CH2:25][C@H:26]([O:28][CH2:29][C:30]([F:33])([F:32])[F:31])[CH2:27][C@@H:7]2[CH2:6]1)=[O:4].C(O[C:45]([N:47](C)[C@H:48]([C:50](O)=[O:51])[CH3:49])=O)(C)(C)C.CN(C(ON1N=NC2C1=CC=CC=2)=[N+](C)C)C.F[P-](F)(F)(F)(F)F.C(N(CC)C(C)C)(C)C.C(OCC)(=O)C.Cl, predict the reaction product. The product is: [CH:34]1([C@H:2]([NH:1][C:50](=[O:51])[C@H:48]([CH3:49])[NH:47][CH3:45])[C:3]([N:5]2[C@H:10]([C:11]([NH:13][C@H:14]3[C:23]4[C:18](=[CH:19][C:20]([F:24])=[CH:21][CH:22]=4)[O:17][CH2:16][CH2:15]3)=[O:12])[CH2:9][N:8]3[CH2:25][C@H:26]([O:28][CH2:29][C:30]([F:31])([F:32])[F:33])[CH2:27][C@@H:7]3[CH2:6]2)=[O:4])[CH2:39][CH2:38][CH2:37][CH2:36][CH2:35]1. (2) Given the reactants C([O:3][C:4]([CH2:6][O:7][C:8]1[CH:13]=[CH:12][CH:11]=[CH:10][C:9]=1[N:14]1[C:20]2[C:21]([CH3:25])=[CH:22][CH:23]=[CH:24][C:19]=2[C:18]([C:26]2[CH:31]=[CH:30][CH:29]=[CH:28][C:27]=2[F:32])=[N:17][C:16]([CH:67]=[C:68]=[O:69])([NH:33][C:34]([NH:36][C:37]2[CH:42]=[CH:41][CH:40]=[C:39]([C:43]3[N:47](C(C4C=CC=CC=4)(C4C=CC=CC=4)C4C=CC=CC=4)[N:46]=[N:45][N:44]=3)[CH:38]=2)=[O:35])[C:15]1=[O:70])=[O:5])C.Cl.O, predict the reaction product. The product is: [F:32][C:27]1[CH:28]=[CH:29][CH:30]=[CH:31][C:26]=1[C:18]1[C:19]2[CH:24]=[CH:23][CH:22]=[C:21]([CH3:25])[C:20]=2[N:14]([C:9]2[CH:10]=[CH:11][CH:12]=[CH:13][C:8]=2[O:7][CH2:6][C:4]([OH:5])=[O:3])[C:15](=[O:70])[C:16]([CH:67]=[C:68]=[O:69])([NH:33][C:34]([NH:36][C:37]2[CH:42]=[CH:41][CH:40]=[C:39]([C:43]3[NH:47][N:46]=[N:45][N:44]=3)[CH:38]=2)=[O:35])[N:17]=1. (3) Given the reactants [C:1]([C:3]1[CH:26]=[CH:25][C:6]([O:7][CH2:8][CH2:9][N:10]2[CH:15]3[CH2:16][CH2:17][CH:11]2[CH2:12][N:13](C(OC(C)(C)C)=O)[CH2:14]3)=[CH:5][CH:4]=1)#[N:2].Cl, predict the reaction product. The product is: [CH:15]12[N:10]([CH2:9][CH2:8][O:7][C:6]3[CH:5]=[CH:4][C:3]([C:1]#[N:2])=[CH:26][CH:25]=3)[CH:11]([CH2:17][CH2:16]1)[CH2:12][NH:13][CH2:14]2.